Dataset: CYP3A4 inhibition data for predicting drug metabolism from PubChem BioAssay. Task: Regression/Classification. Given a drug SMILES string, predict its absorption, distribution, metabolism, or excretion properties. Task type varies by dataset: regression for continuous measurements (e.g., permeability, clearance, half-life) or binary classification for categorical outcomes (e.g., BBB penetration, CYP inhibition). Dataset: cyp3a4_veith. (1) The compound is C[N+]1([C@H](CO)Cc2c[nH]c3ccccc23)Cc2ccccc2C1.O=S(=O)(O)c1ccccc1. The result is 0 (non-inhibitor). (2) The drug is Cc1n[nH]c(=O)n1-c1cccc(C(F)(F)F)c1. The result is 0 (non-inhibitor). (3) The result is 0 (non-inhibitor). The compound is CO/N=C(/CNC(=O)c1cccc(Cl)c1)c1ccc(Cl)cc1. (4) The compound is Cc1ccc(C(=O)Nc2nccc(-c3cccs3)n2)cc1. The result is 1 (inhibitor). (5) The molecule is Cc1ccc(-c2csc(Cc3nc(-c4cc5ccccc5oc4=O)cs3)n2)cc1. The result is 1 (inhibitor). (6) The molecule is Nc1nnc(SCCOc2cccc(Br)c2)s1. The result is 1 (inhibitor).